Dataset: Reaction yield outcomes from USPTO patents with 853,638 reactions. Task: Predict the reaction yield, written as a fraction of the theoretical maximum amount of product (1.0 means a 100% yield; for example, 0.34 means a 34% yield). (1) The reactants are [CH3:1][C:2]1[C:10]2[C:5](=[CH:6][CH:7]=[C:8]([CH:11]=O)[CH:9]=2)[NH:4][N:3]=1.[NH2:13][C:14]([C:18]1[CH:23]=[CH:22][C:21]([Cl:24])=[C:20]([F:25])[CH:19]=1)=[CH:15][C:16]#[N:17].[C:33]([O:35][CH2:36][C:37](=O)[CH2:32][C:33]([O:35][CH2:36][CH3:37])=[O:34])(=[O:34])[CH3:32].Cl. The catalyst is C(O)CC. The product is [Cl:24][C:21]1[CH:22]=[CH:23][C:18]([C:14]2[NH:13][C:37]3[CH2:36][O:35][C:33](=[O:34])[C:32]=3[CH:11]([C:8]3[CH:9]=[C:10]4[C:5](=[CH:6][CH:7]=3)[NH:4][N:3]=[C:2]4[CH3:1])[C:15]=2[C:16]#[N:17])=[CH:19][C:20]=1[F:25]. The yield is 0.130. (2) The reactants are [CH3:1][O:2][C:3]1[CH:8]=[C:7]([N+:9]([O-])=O)[CH:6]=[CH:5][C:4]=1[N:12]1[CH:16]=[C:15]([CH2:17][OH:18])[N:14]=[CH:13]1. The catalyst is C(OCC)(=O)C.CO.C(=O)([O-])O.[Na+]. The product is [NH2:9][C:7]1[CH:6]=[CH:5][C:4]([N:12]2[CH:16]=[C:15]([CH2:17][OH:18])[N:14]=[CH:13]2)=[C:3]([O:2][CH3:1])[CH:8]=1. The yield is 0.710. (3) The reactants are [NH2:1][C:2]1[C:7]([NH2:8])=[C:6]([NH:9][C@@H:10]2[C@@H:15]3[CH2:16][C@@H:12]([CH:13]=[CH:14]3)[C@@H:11]2[C:17]([NH2:19])=[O:18])[C:5]([Br:20])=[CH:4][N:3]=1.[N:21]1([C:27]2[CH:32]=[C:31]([CH:33]=O)[CH:30]=[CH:29][N:28]=2)[CH2:26][CH2:25][O:24][CH2:23][CH2:22]1.C([O-])(=O)C.[NH4+]. No catalyst specified. The product is [Br:20][C:5]1[C:6]([NH:9][C@@H:10]2[C@@H:15]3[CH2:16][C@@H:12]([CH:13]=[CH:14]3)[C@@H:11]2[C:17]([NH2:19])=[O:18])=[C:7]2[N:8]=[C:33]([C:31]3[CH:30]=[CH:29][N:28]=[C:27]([N:21]4[CH2:26][CH2:25][O:24][CH2:23][CH2:22]4)[CH:32]=3)[NH:1][C:2]2=[N:3][CH:4]=1. The yield is 0.860. (4) The reactants are [C:1]([O:5][C:6]([NH:8][C@H:9]([C:16]([CH3:19])([CH3:18])[CH3:17])[CH2:10]OS(C)(=O)=O)=[O:7])([CH3:4])([CH3:3])[CH3:2].[C-:20]#[N:21].[Na+].O.C(OCC)(=O)C. The catalyst is CN(C)C=O. The product is [C:1]([O:5][C:6](=[O:7])[NH:8][C@@H:9]([CH2:10][C:20]#[N:21])[C:16]([CH3:19])([CH3:18])[CH3:17])([CH3:4])([CH3:3])[CH3:2]. The yield is 0.620. (5) The reactants are Cl.[C:2]([N:6]1[CH:40]=[C:39]2[C:8]([C:9](=[O:41])[CH2:10][C:11]3([CH2:38]2)[CH2:16][CH2:15][N:14]([C:17]([C:19]2[CH:20]=[N:21][C:22]4[C:27]([CH:28]=2)=[CH:26][C:25]([O:29][CH2:30][C:31]([O:33]C(C)(C)C)=[O:32])=[CH:24][CH:23]=4)=[O:18])[CH2:13][CH2:12]3)=[N:7]1)([CH3:5])([CH3:4])[CH3:3]. No catalyst specified. The product is [C:2]([N:6]1[CH:40]=[C:39]2[C:8]([C:9](=[O:41])[CH2:10][C:11]3([CH2:38]2)[CH2:16][CH2:15][N:14]([C:17]([C:19]2[CH:20]=[N:21][C:22]4[C:27]([CH:28]=2)=[CH:26][C:25]([O:29][CH2:30][C:31]([OH:33])=[O:32])=[CH:24][CH:23]=4)=[O:18])[CH2:13][CH2:12]3)=[N:7]1)([CH3:5])([CH3:3])[CH3:4]. The yield is 1.00. (6) The reactants are [H-].[H-].[H-].[H-].[Li+].[Al+3].[O:7]1[C:11]2([CH2:21][CH2:20][C:14]3([CH2:18][CH2:17][NH:16][C:15]3=O)[CH2:13][CH2:12]2)[O:10][CH2:9][CH2:8]1. The catalyst is C1COCC1. The product is [O:7]1[C:11]2([CH2:21][CH2:20][C:14]3([CH2:18][CH2:17][NH:16][CH2:15]3)[CH2:13][CH2:12]2)[O:10][CH2:9][CH2:8]1. The yield is 0.940. (7) The reactants are [F:1][C:2]1[CH:3]=[C:4]([NH:12][C:13](=[O:15])[CH3:14])[CH:5]=[CH:6][C:7]=1[C:8]([F:11])([F:10])[F:9].S(=O)(=O)(O)O.[N+:21]([O-])([O-:23])=[O:22].[K+]. No catalyst specified. The product is [F:1][C:2]1[C:7]([C:8]([F:11])([F:10])[F:9])=[CH:6][C:5]([N+:21]([O-:23])=[O:22])=[C:4]([NH:12][C:13](=[O:15])[CH3:14])[CH:3]=1. The yield is 0.810. (8) The reactants are Br[C:2]1[CH:3]=[CH:4][C:5]2[C:11]3[S:12][C:13]([C:15]4[N:19]([C:20]5[CH:25]=[CH:24][C:23]([F:26])=[CH:22][C:21]=5[F:27])[N:18]=[CH:17][N:16]=4)=[CH:14][C:10]=3[CH2:9][CH2:8][O:7][C:6]=2[CH:28]=1.ClCCl.[I-].C(OC([N:40]1[CH2:43][CH:42]([Zn+])[CH2:41]1)=O)(C)(C)C.Cl. The catalyst is CN(C)C(=O)C.[Cu]I. The product is [NH:40]1[CH2:43][CH:42]([C:2]2[CH:3]=[CH:4][C:5]3[C:11]4[S:12][C:13]([C:15]5[N:19]([C:20]6[CH:25]=[CH:24][C:23]([F:26])=[CH:22][C:21]=6[F:27])[N:18]=[CH:17][N:16]=5)=[CH:14][C:10]=4[CH2:9][CH2:8][O:7][C:6]=3[CH:28]=2)[CH2:41]1. The yield is 0.0700. (9) The reactants are Br[C:2]1[CH:3]=[CH:4][C:5]2[O:6][CH2:7][C:8](=[O:12])[NH:9][C:10]=2[N:11]=1.[C:13]1(/[CH:19]=[CH:20]/B(O)O)[CH:18]=[CH:17][CH:16]=[CH:15][CH:14]=1.C(=O)([O-])[O-].[K+].[K+]. The catalyst is O1CCOCC1.O.CCOC(C)=O.C1C=CC([P]([Pd]([P](C2C=CC=CC=2)(C2C=CC=CC=2)C2C=CC=CC=2)([P](C2C=CC=CC=2)(C2C=CC=CC=2)C2C=CC=CC=2)[P](C2C=CC=CC=2)(C2C=CC=CC=2)C2C=CC=CC=2)(C2C=CC=CC=2)C2C=CC=CC=2)=CC=1. The product is [CH:20](/[C:2]1[CH:3]=[CH:4][C:5]2[O:6][CH2:7][C:8](=[O:12])[NH:9][C:10]=2[N:11]=1)=[CH:19]\[C:13]1[CH:18]=[CH:17][CH:16]=[CH:15][CH:14]=1. The yield is 0.380.